This data is from Reaction yield outcomes from USPTO patents with 853,638 reactions. The task is: Predict the reaction yield, written as a fraction of the theoretical maximum amount of product (1.0 means a 100% yield; for example, 0.34 means a 34% yield). (1) The product is [NH:20]1[CH2:21][CH2:22][CH:18]([CH:16]([C:12]2[S:13][CH:14]=[CH:15][N:11]=2)[OH:17])[CH2:19]1. The yield is 0.890. The reactants are C(OC([N:11]1[CH:15]=[CH:14][S:13][CH:12]1[CH:16]([CH:18]1[CH2:22][CH2:21][NH:20][CH2:19]1)[OH:17])=O)C1C=CC=CC=1.C[Si](I)(C)C.Cl.CCCCCC. The catalyst is ClCCl. (2) The reactants are [ClH:1].C(OC(=O)[NH:8][C@H:9]1[CH2:14][CH2:13][C@@H:12]([C:15](=[O:19])[N:16]([CH3:18])[CH3:17])[CH2:11][CH2:10]1)(C)(C)C. The catalyst is CO. The product is [ClH:1].[NH2:8][C@@H:9]1[CH2:10][CH2:11][C@H:12]([C:15]([N:16]([CH3:18])[CH3:17])=[O:19])[CH2:13][CH2:14]1. The yield is 0.950. (3) The reactants are [Cl:1][C:2]1[NH:3][C:4]2[C:9]([C:10]=1[CH:11]=[O:12])=[CH:8][CH:7]=[CH:6][CH:5]=2.[CH:13]([C:15]1[CH:20]=[CH:19][C:18](B(O)O)=[CH:17][CH:16]=1)=[CH2:14]. The product is [Cl:1][C:2]1[N:3]([C:18]2[CH:19]=[CH:20][C:15]([CH:13]=[CH2:14])=[CH:16][CH:17]=2)[C:4]2[C:9]([C:10]=1[CH:11]=[O:12])=[CH:8][CH:7]=[CH:6][CH:5]=2. No catalyst specified. The yield is 0.280.